Dataset: Reaction yield outcomes from USPTO patents with 853,638 reactions. Task: Predict the reaction yield, written as a fraction of the theoretical maximum amount of product (1.0 means a 100% yield; for example, 0.34 means a 34% yield). (1) The reactants are [Cl:1][C:2]1[CH:3]=[C:4]([CH:19]=[CH:20][C:21]=1[Cl:22])[CH2:5][CH:6]1[C:15]2[C:10](=[CH:11][CH:12]=[C:13]([O:16][CH3:17])[CH:14]=2)[CH2:9][CH2:8][C:7]1=O.[NH:23]1[CH2:27][CH2:26][CH2:25][CH2:24]1.CO.C#N.[Na]. The catalyst is C1(C)C=CC=CC=1.O.C1(C)C=CC(S(O)(=O)=O)=CC=1.O. The product is [Cl:1][C:2]1[CH:3]=[C:4]([CH:19]=[CH:20][C:21]=1[Cl:22])[CH2:5][CH:6]1[C:15]2[C:10](=[CH:11][CH:12]=[C:13]([O:16][CH3:17])[CH:14]=2)[CH2:9][CH2:8][CH:7]1[N:23]1[CH2:27][CH2:26][CH2:25][CH2:24]1. The yield is 0.250. (2) The catalyst is CO. The yield is 0.180. The product is [CH3:1][N:2]1[CH:6]=[CH:5][N:4]=[C:3]1[CH:7]1[C:16]2=[N:34][NH:35][C:18](=[O:20])[C:14]3[CH:13]=[CH:12][CH:11]=[C:10]([C:15]=32)[NH:9][CH:8]1[C:23]1[CH:28]=[CH:27][C:26]([C:29]([F:32])([F:31])[F:30])=[CH:25][CH:24]=1. The reactants are [CH3:1][N:2]1[CH:6]=[CH:5][N:4]=[C:3]1[CH:7]1[C:16](=O)[C:15]2[C:14]([C:18]([O:20]CC)=O)=[CH:13][CH:12]=[CH:11][C:10]=2[NH:9][CH:8]1[C:23]1[CH:28]=[CH:27][C:26]([C:29]([F:32])([F:31])[F:30])=[CH:25][CH:24]=1.O.[NH2:34][NH2:35]. (3) The reactants are [Br:1][C:2]1[CH:7]=[CH:6][C:5]([CH2:8][C:9]#[N:10])=[CH:4][CH:3]=1.[OH-].[Na+].Cl[CH2:14][CH2:15][O:16][CH2:17][CH2:18]Cl. The catalyst is C1COCC1.S([O-])(O)(=O)=O.C([N+](CCCC)(CCCC)CCCC)CCC.CCOC(C)=O. The product is [Br:1][C:2]1[CH:7]=[CH:6][C:5]([C:8]2([C:9]#[N:10])[CH2:18][CH2:17][O:16][CH2:15][CH2:14]2)=[CH:4][CH:3]=1. The yield is 0.820. (4) The reactants are [N:1]1[C:5]2[CH:6]=[CH:7][CH:8]=[CH:9][C:4]=2[NH:3][C:2]=1[CH2:10][C:11]#[N:12].[C:13]([C:15]1[CH:16]=[C:17]([CH:21]([C:26](=O)[CH3:27])[C:22](OC)=[O:23])[CH:18]=[CH:19][CH:20]=1)#[N:14].C([O-])(=O)C.[NH4+]. The catalyst is C(Cl)(Cl)Cl.CO. The product is [C:13]([C:15]1[CH:16]=[C:17]([CH:21]2[C:22](=[O:23])[N:1]3[C:5]4[CH:6]=[CH:7][CH:8]=[CH:9][C:4]=4[N:3]=[C:2]3[C:10]([C:11]#[N:12])=[C:26]2[CH3:27])[CH:18]=[CH:19][CH:20]=1)#[N:14]. The yield is 0.300. (5) The reactants are [OH:1][C:2]1[N:6]([C:7]2[CH:12]=[CH:11][CH:10]=[CH:9][CH:8]=2)[N:5]=[C:4]([C:13]([F:16])([F:15])[F:14])[CH:3]=1.[OH-].[Na+].[CH2:19]=O.[C:21]1([S:27]([O-:29])=[O:28])[CH:26]=[CH:25][CH:24]=[CH:23][CH:22]=1.[Na+].Cl. The catalyst is O.C1(C)C=CC=CC=1. The product is [OH:1][C:2]1[N:6]([C:7]2[CH:12]=[CH:11][CH:10]=[CH:9][CH:8]=2)[N:5]=[C:4]([C:13]([F:16])([F:15])[F:14])[C:3]=1[CH2:19][S:27]([C:21]1[CH:26]=[CH:25][CH:24]=[CH:23][CH:22]=1)(=[O:29])=[O:28]. The yield is 0.881. (6) The reactants are [CH2:1]([O:3][C:4](=[O:16])[CH:5]=[N:6][NH:7][C:8]1[CH:13]=[CH:12][C:11]([O:14][CH3:15])=[CH:10][CH:9]=1)[CH3:2].[Cl:17]N1C(=O)CCC1=O. The catalyst is C1COCC1. The product is [CH2:1]([O:3][C:4](=[O:16])[C:5]([Cl:17])=[N:6][NH:7][C:8]1[CH:13]=[CH:12][C:11]([O:14][CH3:15])=[CH:10][CH:9]=1)[CH3:2]. The yield is 0.760. (7) The yield is 0.630. The reactants are [CH3:1][NH:2][C:3](=[O:12])[C:4]1[CH:9]=[CH:8][C:7]([NH2:10])=[CH:6][C:5]=1[F:11].[C:13]1(=O)[CH2:17][CH2:16][CH2:15][CH2:14]1.[Si]([C:23]#[N:24])(C)(C)C. The product is [CH3:1][NH:2][C:3](=[O:12])[C:4]1[CH:9]=[CH:8][C:7]([NH:10][C:13]2([C:23]#[N:24])[CH2:17][CH2:16][CH2:15][CH2:14]2)=[CH:6][C:5]=1[F:11]. The catalyst is C(OCC)(=O)C. (8) The reactants are Br[C:2]1[CH:3]=[C:4]2[C:10](I)=[N:9][N:8]([CH:12]3[CH2:17][CH2:16][CH2:15][CH2:14][O:13]3)[C:5]2=[CH:6][N:7]=1.[C:18]1(B2OC(C)(C)C(C)(C)O2)[CH2:22][CH2:21][CH2:20][CH:19]=1.[N:32]1[CH:37]=[CH:36][CH:35]=[C:34](B2OC(C)(C)C(C)(C)O2)[CH:33]=1. No catalyst specified. The product is [C:18]1([C:10]2[C:4]3[C:5](=[CH:6][N:7]=[C:2]([C:34]4[CH:33]=[N:32][CH:37]=[CH:36][CH:35]=4)[CH:3]=3)[N:8]([CH:12]3[CH2:17][CH2:16][CH2:15][CH2:14][O:13]3)[N:9]=2)[CH2:22][CH2:21][CH2:20][CH:19]=1. The yield is 0.610.